This data is from Forward reaction prediction with 1.9M reactions from USPTO patents (1976-2016). The task is: Predict the product of the given reaction. (1) Given the reactants [C:1]([OH:13])(=[O:12])[CH2:2][C:3]([CH2:8][C:9]([OH:11])=[O:10])([C:5]([OH:7])=[O:6])[OH:4].[CH2:14]([N:16]([CH2:53][CH3:54])[CH2:17][CH2:18][N:19]([CH2:37][CH2:38][NH:39][CH2:40][CH2:41][C:42]1[C:50]2[S:49][C:48](=[O:51])[NH:47][C:46]=2[C:45]([OH:52])=[CH:44][CH:43]=1)[C:20](=[O:36])[CH2:21][CH2:22][O:23][CH2:24][CH2:25][C:26]1[C:35]2[C:30](=[CH:31][CH:32]=[CH:33][CH:34]=2)[CH:29]=[CH:28][CH:27]=1)[CH3:15], predict the reaction product. The product is: [C:1]([OH:13])(=[O:12])[CH2:2][C:3]([CH2:8][C:9]([OH:11])=[O:10])([C:5]([OH:7])=[O:6])[OH:4].[CH2:53]([N:16]([CH2:14][CH3:15])[CH2:17][CH2:18][N:19]([CH2:37][CH2:38][NH:39][CH2:40][CH2:41][C:42]1[C:50]2[S:49][C:48](=[O:51])[NH:47][C:46]=2[C:45]([OH:52])=[CH:44][CH:43]=1)[C:20](=[O:36])[CH2:21][CH2:22][O:23][CH2:24][CH2:25][C:26]1[C:35]2[C:30](=[CH:31][CH:32]=[CH:33][CH:34]=2)[CH:29]=[CH:28][CH:27]=1)[CH3:54]. (2) Given the reactants [C:1]([O:5][C:6]([N:8]1[CH2:17][CH2:16][C:15]2[C:10](=[CH:11][CH:12]=[CH:13][CH:14]=2)[C@H:9]1[C:18]([OH:20])=O)=[O:7])([CH3:4])([CH3:3])[CH3:2].[F:21][C:22]1[CH:28]=[CH:27][CH:26]=[C:25]([F:29])[C:23]=1[NH2:24].O=P(Cl)(Cl)Cl, predict the reaction product. The product is: [C:1]([O:5][C:6]([N:8]1[CH2:17][CH2:16][C:15]2[C:10](=[CH:11][CH:12]=[CH:13][CH:14]=2)[C@H:9]1[C:18](=[O:20])[NH:24][C:23]1[C:22]([F:21])=[CH:28][CH:27]=[CH:26][C:25]=1[F:29])=[O:7])([CH3:3])([CH3:2])[CH3:4]. (3) Given the reactants Br[C:2]1[CH:3]=[C:4]2[CH2:10][N:9]([O:11][C:12]([CH3:15])([CH3:14])[CH3:13])[C:8](=[O:16])[C:5]2=[N:6][CH:7]=1.ON(CCCC1C=CC=CC=1)C(C1C=C(N2CCCCC2)C=CN=1)=O.[CH:42]([C:45]1[CH:46]=[C:47](B(O)O)[CH:48]=[CH:49][CH:50]=1)([CH3:44])[CH3:43].C(=O)([O-])[O-].[Na+].[Na+], predict the reaction product. The product is: [C:12]([O:11][N:9]1[CH2:10][C:4]2[C:5](=[N:6][CH:7]=[C:2]([C:49]3[CH:48]=[CH:47][CH:46]=[C:45]([CH:42]([CH3:44])[CH3:43])[CH:50]=3)[CH:3]=2)[C:8]1=[O:16])([CH3:15])([CH3:14])[CH3:13]. (4) The product is: [F:49][C:47]1[CH:46]=[C:28]([CH2:29][N:30]2[CH2:35][CH2:34][N:33]([C:36](=[O:37])[C:38]3[CH:43]=[CH:42][CH:41]=[C:40]([F:44])[CH:39]=3)[C@@H:32]([CH3:45])[CH2:31]2)[C:27]([CH3:50])=[C:26]([NH:25][C:6](=[O:8])[C:5]2[CH:9]=[CH:10][C:2]([CH3:1])=[N:3][CH:4]=2)[CH:48]=1. Given the reactants [CH3:1][C:2]1[CH:10]=[CH:9][C:5]([C:6]([OH:8])=O)=[CH:4][N:3]=1.C1C=CC2N(O)N=NC=2C=1.C(Cl)CCl.[NH2:25][C:26]1[C:27]([CH3:50])=[C:28]([CH:46]=[C:47]([F:49])[CH:48]=1)[CH2:29][N:30]1[CH2:35][CH2:34][N:33]([C:36]([C:38]2[CH:43]=[CH:42][CH:41]=[C:40]([F:44])[CH:39]=2)=[O:37])[C@@H:32]([CH3:45])[CH2:31]1, predict the reaction product. (5) Given the reactants [O:1]=[C:2]1[NH:10][C:5]2=[N:6][CH:7]=[CH:8][CH:9]=[C:4]2[N:3]1[CH:11]1[CH2:16][CH2:15][N:14]([C:17]([O:19][C@H:20]2[C:26]3=[N:27][CH:28]=[CH:29][CH:30]=[C:25]3[C@H:24]([OH:31])[C@H:23]([C:32]3[CH:37]=[CH:36][CH:35]=[C:34]([F:38])[C:33]=3[F:39])[CH2:22][CH2:21]2)=[O:18])[CH2:13][CH2:12]1.O=C1NC2=NC=CC=C2N1C1CCN(C(O[C@H]2C3=NC=CC=C3[C@@H](O)[C@@H](C3C=CC=C(F)C=3F)CC2)=O)CC1.O=C1NC2=NC=CC=C2N1C1CCN(C(O[C@H]2C3=NC=CC=C3C(=O)C(C3C=CC=C(F)C=3F)CC2)=O)CC1.[BH4-].[Na+].C(=O)(O)[O-].[Na+], predict the reaction product. The product is: [O:1]=[C:2]1[NH:10][C:5]2=[N:6][CH:7]=[CH:8][CH:9]=[C:4]2[N:3]1[CH:11]1[CH2:12][CH2:13][N:14]([C:17]([O:19][C@H:20]2[C:26]3=[N:27][CH:28]=[CH:29][CH:30]=[C:25]3[C@@H:24]([OH:31])[C@H:23]([C:32]3[CH:37]=[CH:36][CH:35]=[C:34]([F:38])[C:33]=3[F:39])[CH2:22][CH2:21]2)=[O:18])[CH2:15][CH2:16]1. (6) The product is: [Br:18][C:9]1[CH:12]=[CH:13][C:6]([NH:5][CH2:4][CH2:3][CH:2]([CH3:17])[CH3:1])=[C:7]([N+:14]([O-:16])=[O:15])[CH:8]=1. Given the reactants [CH3:1][CH:2]([CH3:17])[CH2:3][CH2:4][NH:5][C:6]1[CH:13]=[CH:12][C:9](C#N)=[CH:8][C:7]=1[N+:14]([O-:16])=[O:15].[Br:18]C1C=C([N+]([O-])=O)C(F)=CC=1, predict the reaction product. (7) Given the reactants [CH2:1]=[C:2]1[CH2:17][CH2:16][CH2:15][CH2:14][CH2:13][CH2:12][CH2:11][C:10](=[O:18])[CH2:9][CH2:8][CH2:7][CH2:6][CH2:5][CH2:4][CH2:3]1.[H][H], predict the reaction product. The product is: [CH3:1][CH:2]1[CH2:3][CH2:4][CH2:5][CH2:6][CH2:7][CH2:8][CH2:9][C:10](=[O:18])[CH2:11][CH2:12][CH2:13][CH2:14][CH2:15][CH2:16][CH2:17]1. (8) Given the reactants [CH2:1]([O:8][C:9]1[CH:18]=[C:17]2[C:12]([C:13]([Cl:19])=[N:14][CH:15]=[N:16]2)=[CH:11][C:10]=1[O:20][CH3:21])[C:2]1[CH:7]=[CH:6][CH:5]=[CH:4][CH:3]=1.[NH2:22][C:23]1[CH:24]=[N:25][C:26]([NH:29][C:30](=[O:37])[C:31]2[CH:36]=[CH:35][CH:34]=[CH:33][CH:32]=2)=[N:27][CH:28]=1.[ClH:38].O1CCOCC1, predict the reaction product. The product is: [ClH:19].[ClH:38].[CH2:1]([O:8][C:9]1[CH:18]=[C:17]2[C:12]([C:13]([NH:22][C:23]3[CH:24]=[N:25][C:26]([NH:29][C:30](=[O:37])[C:31]4[CH:36]=[CH:35][CH:34]=[CH:33][CH:32]=4)=[N:27][CH:28]=3)=[N:14][CH:15]=[N:16]2)=[CH:11][C:10]=1[O:20][CH3:21])[C:2]1[CH:7]=[CH:6][CH:5]=[CH:4][CH:3]=1.